This data is from Catalyst prediction with 721,799 reactions and 888 catalyst types from USPTO. The task is: Predict which catalyst facilitates the given reaction. (1) The catalyst class is: 1. Reactant: C([O:4][C@H:5]1[CH2:10][CH2:9][C@@:8]([C@H:12]2[CH2:20][CH2:19][C@@:18]3([CH3:21])[C@@H:14]([CH2:15][CH2:16][C:17]3=[CH2:22])[C@@H:13]2[CH2:23][O:24][Si:25]([C:28]([CH3:31])([CH3:30])[CH3:29])([CH3:27])[CH3:26])([CH3:11])[C@@H:7]([CH2:32][O:33][Si:34]([C:37]([CH3:40])([CH3:39])[CH3:38])([CH3:36])[CH3:35])[CH2:6]1)(=O)C.[H-].[H-].[H-].[H-].[Li+].[Al+3].CCOCC. Product: [Si:34]([O:33][CH2:32][C@@H:7]1[C@:8]([C@H:12]2[CH2:20][CH2:19][C@@:18]3([CH3:21])[C@@H:14]([CH2:15][CH2:16][C:17]3=[CH2:22])[C@@H:13]2[CH2:23][O:24][Si:25]([C:28]([CH3:31])([CH3:30])[CH3:29])([CH3:27])[CH3:26])([CH3:11])[CH2:9][CH2:10][C@H:5]([OH:4])[CH2:6]1)([C:37]([CH3:40])([CH3:39])[CH3:38])([CH3:36])[CH3:35]. (2) Reactant: [CH3:1][C:2]([CH3:8])([CH3:7])[C@H:3]([OH:6])[CH2:4][OH:5].[C:9]1([CH3:19])[CH:14]=[CH:13][C:12]([S:15](Cl)(=[O:17])=[O:16])=[CH:11][CH:10]=1. Product: [CH3:19][C:9]1[CH:14]=[CH:13][C:12]([S:15]([O:5][CH2:4][C@@H:3]([OH:6])[C:2]([CH3:8])([CH3:7])[CH3:1])(=[O:17])=[O:16])=[CH:11][CH:10]=1. The catalyst class is: 17.